From a dataset of Forward reaction prediction with 1.9M reactions from USPTO patents (1976-2016). Predict the product of the given reaction. (1) Given the reactants [O:1]=[C:2]1[C:6]2([CH2:11][CH2:10][NH:9][CH2:8][CH2:7]2)[N:5]([C:12]2[CH:17]=[CH:16][CH:15]=[CH:14][CH:13]=2)[CH2:4][N:3]1[CH2:18][C:19]1[CH:20]=[C:21]([CH:26]=[CH:27][CH:28]=1)[C:22]([O:24][CH3:25])=[O:23].I[CH2:30][CH2:31][CH2:32][C:33]1[C:41]2[C:36](=[CH:37][CH:38]=[CH:39][CH:40]=2)[NH:35][CH:34]=1.C(=O)([O-])[O-].[K+].[K+].C(OCC)(=O)C, predict the reaction product. The product is: [NH:35]1[C:36]2[C:41](=[CH:40][CH:39]=[CH:38][CH:37]=2)[C:33]([CH2:32][CH2:31][CH2:30][N:9]2[CH2:10][CH2:11][C:6]3([N:5]([C:12]4[CH:13]=[CH:14][CH:15]=[CH:16][CH:17]=4)[CH2:4][N:3]([CH2:18][C:19]4[CH:20]=[C:21]([CH:26]=[CH:27][CH:28]=4)[C:22]([O:24][CH3:25])=[O:23])[C:2]3=[O:1])[CH2:7][CH2:8]2)=[CH:34]1. (2) Given the reactants [CH:1]([O:4][C:5]1[CH:6]=[C:7]([CH:12]=[C:13]([O:15][CH2:16][CH2:17][CH2:18][C:19]2[CH:20]=[N:21][CH:22]=[CH:23][CH:24]=2)[CH:14]=1)[C:8]([O:10]C)=[O:9])([CH3:3])[CH3:2], predict the reaction product. The product is: [CH:1]([O:4][C:5]1[CH:6]=[C:7]([CH:12]=[C:13]([O:15][CH2:16][CH2:17][CH2:18][C:19]2[CH:20]=[N:21][CH:22]=[CH:23][CH:24]=2)[CH:14]=1)[C:8]([OH:10])=[O:9])([CH3:3])[CH3:2]. (3) Given the reactants P(Cl)(Cl)(Cl)=O.[CH3:6][C:7]1[N:8]=[C:9]([CH3:23])[N:10]2[C:15]=1[C:14](=O)[NH:13][C:12]([C:17]1[CH:22]=[CH:21][CH:20]=[CH:19][N:18]=1)=[N:11]2.[NH:24]1[CH:28]=[N:27][CH:26]=[N:25]1.O, predict the reaction product. The product is: [CH3:6][C:7]1[N:8]=[C:9]([CH3:23])[N:10]2[C:15]=1[C:14]([N:24]1[CH:28]=[N:27][CH:26]=[N:25]1)=[N:13][C:12]([C:17]1[CH:22]=[CH:21][CH:20]=[CH:19][N:18]=1)=[N:11]2.